From a dataset of Forward reaction prediction with 1.9M reactions from USPTO patents (1976-2016). Predict the product of the given reaction. (1) The product is: [CH3:46][C:38]1[C:39]([O:42][C:43](=[O:45])[CH3:44])=[CH:40][CH:41]=[C:36]2[C:37]=1[C:31](=[O:33])[CH:30]=[CH:34][NH:35]2. Given the reactants C1C=CC(C2C=CC=CC=2)=CC=1.C1C=CC(OC2C=CC=CC=2)=CC=1.CC1(C)O[C:31](=[O:33])[C:30](=[CH:34][NH:35][C:36]2[CH:41]=[CH:40][C:39]([O:42][C:43](=[O:45])[CH3:44])=[C:38]([CH3:46])[CH:37]=2)C(=O)O1, predict the reaction product. (2) Given the reactants [C:1]([NH:4][C@:5]1([C@@H:58]([CH2:60][CH3:61])[CH3:59])[CH2:9][CH2:8][N:7]([C@@H:10]([CH2:49][CH2:50][C:51]2[CH:56]=[CH:55][CH:54]=[CH:53][CH:52]=2)[C:11]([NH:13][C@@H:14]([CH2:42][C:43]2[CH:48]=[CH:47][CH:46]=[CH:45][CH:44]=2)[C@@H:15]([C@H:24]2[CH2:28][C@@H:27]([S:29]([CH2:32][CH2:33][CH3:34])(=[O:31])=[O:30])[CH2:26][N:25]2C(OC(C)(C)C)=O)[O:16][Si](C(C)(C)C)(C)C)=[O:12])[C:6]1=[O:57])(=[O:3])[CH3:2].CCN(CCO)CC.CN(C(ON1N=NC2C=CC=NC1=2)=[N+](C)C)C.F[P-](F)(F)(F)(F)F, predict the reaction product. The product is: [C:1]([NH:4][C@:5]1([C@@H:58]([CH2:60][CH3:61])[CH3:59])[CH2:9][CH2:8][N:7]([C@@H:10]([CH2:49][CH2:50][C:51]2[CH:52]=[CH:53][CH:54]=[CH:55][CH:56]=2)[C:11]([NH:13][C@@H:14]([CH2:42][C:43]2[CH:44]=[CH:45][CH:46]=[CH:47][CH:48]=2)[C@H:15]([OH:16])[C@H:24]2[CH2:28][C@@H:27]([S:29]([CH2:32][CH2:33][CH3:34])(=[O:30])=[O:31])[CH2:26][NH:25]2)=[O:12])[C:6]1=[O:57])(=[O:3])[CH3:2]. (3) Given the reactants [CH:1]1([CH:7]([C:9]2[C:10]([O:25][CH3:26])=[N:11][N:12]([C:14]3[CH:19]=[CH:18][C:17]([O:20][C:21]([F:24])([F:23])[F:22])=[CH:16][CH:15]=3)[CH:13]=2)O)[CH2:6][CH2:5][CH2:4][CH2:3][CH2:2]1.[NH2:27][C:28]1[CH:33]=[CH:32][C:31]([C:34]([N:36]([CH3:44])[CH2:37][CH2:38][C:39]([O:41]CC)=[O:40])=[O:35])=[CH:30][CH:29]=1, predict the reaction product. The product is: [CH:1]1([CH:7]([NH:27][C:28]2[CH:29]=[CH:30][C:31]([C:34]([N:36]([CH3:44])[CH2:37][CH2:38][C:39]([OH:41])=[O:40])=[O:35])=[CH:32][CH:33]=2)[C:9]2[C:10]([O:25][CH3:26])=[N:11][N:12]([C:14]3[CH:19]=[CH:18][C:17]([O:20][C:21]([F:24])([F:23])[F:22])=[CH:16][CH:15]=3)[CH:13]=2)[CH2:6][CH2:5][CH2:4][CH2:3][CH2:2]1. (4) Given the reactants Br[C:2]1[N:7]=[CH:6][C:5]([O:8][C@@H:9]2[CH2:13][CH2:12][NH:11][C:10]2=[O:14])=[CH:4][CH:3]=1.[CH3:15][S-:16].[Na+].CN(C=O)C.O, predict the reaction product. The product is: [CH3:15][S:16][C:2]1[N:7]=[CH:6][C:5]([O:8][C@@H:9]2[CH2:13][CH2:12][NH:11][C:10]2=[O:14])=[CH:4][CH:3]=1. (5) The product is: [ClH:17].[CH:1]1([N:4]2[CH2:9][CH2:8][NH:7][CH2:6][CH2:5]2)[CH2:3][CH2:2]1. Given the reactants [CH:1]1([N:4]2[CH2:9][CH2:8][N:7](C(OC(C)(C)C)=O)[CH2:6][CH2:5]2)[CH2:3][CH2:2]1.[ClH:17], predict the reaction product. (6) Given the reactants [CH2:1]([O:8][C@H:9]1[C@H:14]([O:15][CH2:16][C:17]2[CH:22]=[CH:21][CH:20]=[CH:19][CH:18]=2)[C@@H:13]([O:23][CH2:24][C:25]2[CH:30]=[CH:29][CH:28]=[CH:27][CH:26]=2)[C@H:12]([C:31]2[CH:36]=[CH:35][C:34]([Cl:37])=[C:33]([CH2:38]Br)[CH:32]=2)[O:11][C@@H:10]1[CH2:40][O:41][CH2:42][C:43]1[CH:48]=[CH:47][CH:46]=[CH:45][CH:44]=1)[C:2]1[CH:7]=[CH:6][CH:5]=[CH:4][CH:3]=1.[CH2:49]1[C:57]2[C:52](=[CH:53][C:54](B3OC(C)(C)C(C)(C)O3)=[CH:55][CH:56]=2)[CH2:51][CH2:50]1.C([O-])([O-])=O.[Cs+].[Cs+], predict the reaction product. The product is: [CH2:1]([O:8][C@H:9]1[C@H:14]([O:15][CH2:16][C:17]2[CH:22]=[CH:21][CH:20]=[CH:19][CH:18]=2)[C@@H:13]([O:23][CH2:24][C:25]2[CH:30]=[CH:29][CH:28]=[CH:27][CH:26]=2)[C@H:12]([C:31]2[CH:36]=[CH:35][C:34]([Cl:37])=[C:33]([CH2:38][C:54]3[CH:53]=[C:52]4[C:57](=[CH:56][CH:55]=3)[CH2:49][CH2:50][CH2:51]4)[CH:32]=2)[O:11][C@@H:10]1[CH2:40][O:41][CH2:42][C:43]1[CH:48]=[CH:47][CH:46]=[CH:45][CH:44]=1)[C:2]1[CH:7]=[CH:6][CH:5]=[CH:4][CH:3]=1. (7) Given the reactants Br[C:2]1[CH:3]=[CH:4][C:5]([C:9]([NH:11][CH:12]([CH3:14])[CH3:13])=[O:10])=[N:6][C:7]=1[CH3:8].B1([B:24]2[O:28]C(C)(C)C(C)(C)[O:25]2)OC(C)(C)C(C)(C)O1.C([O-])(=[O:35])C.[K+], predict the reaction product. The product is: [CH:12]([NH:11][C:9]([C:5]1[N:6]=[C:7]([CH3:8])[C:2]([O:25][B:24]([OH:28])[OH:35])=[CH:3][CH:4]=1)=[O:10])([CH3:14])[CH3:13]. (8) The product is: [Cl:1][C:6]1[CH:7]=[CH:8][CH:9]=[C:4]([F:3])[C:5]=1[OH:10]. Given the reactants [Cl:1]Cl.[F:3][C:4]1[CH:9]=[CH:8][CH:7]=[CH:6][C:5]=1[OH:10], predict the reaction product. (9) Given the reactants [O:1]=[C:2]1[N:7]([CH2:8][C:9]2[CH:10]=[C:11]([CH:15]=[CH:16][CH:17]=2)[C:12](Cl)=[O:13])[N:6]=[C:5]([C:18]2[O:22][N:21]=[C:20]([C:23]3[CH:28]=[CH:27][C:26]([C:29]([CH3:35])([CH3:34])[C:30]([F:33])([F:32])[F:31])=[CH:25][CH:24]=3)[N:19]=2)[CH:4]=[CH:3]1.[NH:36]1[CH2:41][CH2:40][O:39][CH2:38][CH2:37]1, predict the reaction product. The product is: [N:36]1([C:12]([C:11]2[CH:10]=[C:9]([CH:17]=[CH:16][CH:15]=2)[CH2:8][N:7]2[C:2](=[O:1])[CH:3]=[CH:4][C:5]([C:18]3[O:22][N:21]=[C:20]([C:23]4[CH:28]=[CH:27][C:26]([C:29]([CH3:35])([CH3:34])[C:30]([F:33])([F:31])[F:32])=[CH:25][CH:24]=4)[N:19]=3)=[N:6]2)=[O:13])[CH2:41][CH2:40][O:39][CH2:38][CH2:37]1.